Task: Binary Classification. Given a miRNA mature sequence and a target amino acid sequence, predict their likelihood of interaction.. Dataset: Experimentally validated miRNA-target interactions with 360,000+ pairs, plus equal number of negative samples (1) The miRNA is hsa-miR-3620-5p with sequence GUGGGCUGGGCUGGGCUGGGCC. The protein sequence of the target gene is MSTRKRRGGAINSRQAQKRTREATSTPEISLEAEPIELVETAGDEIVDLTCESLEPVVVDLTHNDSVVIVDERRRPRRNARRLPQDHADSCVVSSDDEELSRDRDVYVTTHTPRNARDEGATGLRPSGTVSCPICMDGYSEIVQNGRLIVSTECGHVFCSQCLRDSLKNANTCPTCRKKINHKRYHPIYI. Result: 1 (interaction). (2) The miRNA is hsa-miR-6894-3p with sequence UUGCCUGCCCUCUUCCUCCAG. The protein sequence of the target gene is MGNYSSHKRTKAPKQARKERPADMDKAWWKSFLNHLTRKKPATRIVLILPLDKRQPLANAGQRIDYASGAGLGSPAAPRLRGAGEGSEREPRMPVLLLLRRQEARRPEEGGARAALSWPRLLSRFRSPGKAPREAGPAEEQPRKRCRCPRPQL. Result: 1 (interaction). (3) The miRNA is hsa-miR-4270 with sequence UCAGGGAGUCAGGGGAGGGC. The protein sequence of the target gene is MDDYKYQDNYGGYAPSDGYYRGNESNPEEDAQSDVTEGHDEEDEIYEGEYQGIPHPDDVKAKQAKMAPSRMDSLRGQTDLMAERLEDEEQLAHQYETIMDECGHGRFQWILFFVLGLALMADGVEVFVVSFALPSAEKDMCLSSSKKGMLGMIVYLGMMAGAFILGGLADKLGRKRVLSMSLAVNASFASLSSFVQGYGAFLFCRLISGIGIGGALPIVFAYFSEFLSREKRGEHLSWLGIFWMTGGLYASAMAWSIIPHYGWGFSMGTNYHFHSWRVFVIVCALPCTVSMVALKFMPES.... Result: 1 (interaction). (4) The miRNA is hsa-miR-3180-3p with sequence UGGGGCGGAGCUUCCGGAGGCC. The protein sequence of the target gene is MPAVDKLLLEEALQDSPQARSLLSVFEEDAGTLTDYTNQLLQAMQRVYGAQNEMCLATQQLSRQLLAYEKQNFALGKGDEEVISTLHYFSKVMDELNGLHTELAKQLADTMVLPVIQFREKDLTEVSTLKDLFGLASSEHDLSMAKYSRLPKKKENEKAKTEIVKEVAAARRKQHLSSLQYYCALNALQYRKRAAMMEPLIGFAHGQINFFKRGAEMFSKSMDGFLSSVKDMVQSIQVELEAEADKMRVSQQELLSVSESVYTPDIDVATAQINRNLIQKTGYLNLRNKTGLVTTTWERL.... Result: 0 (no interaction).